This data is from Forward reaction prediction with 1.9M reactions from USPTO patents (1976-2016). The task is: Predict the product of the given reaction. (1) Given the reactants [CH:1]1([C:7]2[C:8]3[CH:24]=[CH:23][C:22]([C:25]([NH:27][C@@H:28]([CH2:33][C:34]4[CH:39]=[CH:38][C:37]([OH:40])=[CH:36][CH:35]=4)[C:29]([O:31]C)=[O:30])=[O:26])=[CH:21][C:9]=3[N:10]3[C:16]=2[C:15]2[CH:17]=[CH:18][CH:19]=[CH:20][C:14]=2[O:13][CH2:12][CH2:11]3)[CH2:6][CH2:5][CH2:4][CH2:3][CH2:2]1.[OH-].[Na+].Cl, predict the reaction product. The product is: [CH:1]1([C:7]2[C:8]3[CH:24]=[CH:23][C:22]([C:25]([NH:27][C@@H:28]([CH2:33][C:34]4[CH:35]=[CH:36][C:37]([OH:40])=[CH:38][CH:39]=4)[C:29]([OH:31])=[O:30])=[O:26])=[CH:21][C:9]=3[N:10]3[C:16]=2[C:15]2[CH:17]=[CH:18][CH:19]=[CH:20][C:14]=2[O:13][CH2:12][CH2:11]3)[CH2:6][CH2:5][CH2:4][CH2:3][CH2:2]1. (2) Given the reactants C(N(CC)CC)C.[C:8]([C:12]1[CH:13]=[C:14]([NH:30][S:31]([CH3:34])(=[O:33])=[O:32])[C:15]([O:28][CH3:29])=[C:16]([NH:18][C:19](=[O:27])OC2C=CC=CC=2)[CH:17]=1)([CH3:11])([CH3:10])[CH3:9].[NH2:35][C:36]1[C:45]2[C:40](=[CH:41][CH:42]=[CH:43][CH:44]=2)[C:39]([O:46][C:47]2[CH:52]=[CH:51][N:50]=[C:49]([NH:53][C:54]3[CH:55]=[C:56]([CH:68]=[C:69]([O:71][CH3:72])[CH:70]=3)[C:57]([NH:59][CH2:60][CH2:61][N:62]3[CH2:67][CH2:66][O:65][CH2:64][CH2:63]3)=[O:58])[CH:48]=2)=[CH:38][CH:37]=1, predict the reaction product. The product is: [C:8]([C:12]1[CH:13]=[C:14]([NH:30][S:31]([CH3:34])(=[O:33])=[O:32])[C:15]([O:28][CH3:29])=[C:16]([NH:18][C:19](=[O:27])[NH:35][C:36]2[C:45]3[C:40](=[CH:41][CH:42]=[CH:43][CH:44]=3)[C:39]([O:46][C:47]3[CH:52]=[CH:51][N:50]=[C:49]([NH:53][C:54]4[CH:55]=[C:56]([CH:68]=[C:69]([O:71][CH3:72])[CH:70]=4)[C:57]([NH:59][CH2:60][CH2:61][N:62]4[CH2:67][CH2:66][O:65][CH2:64][CH2:63]4)=[O:58])[CH:48]=3)=[CH:38][CH:37]=2)[CH:17]=1)([CH3:9])([CH3:11])[CH3:10]. (3) Given the reactants [C:1]([O:5][C:6](=[O:17])[CH2:7]/[N:8]=[CH:9]/[CH2:10][C:11]1([CH2:15][CH3:16])[CH2:14][O:13][CH2:12]1)([CH3:4])([CH3:3])[CH3:2].[Cl:18][C:19]1[C:20]([F:37])=[C:21](/[CH:25]=[C:26](/[C:29]2[CH:34]=[CH:33][C:32]([Cl:35])=[CH:31][C:30]=2[F:36])\[C:27]#[N:28])[CH:22]=[CH:23][CH:24]=1.C(N(CC)CC)C.C1CCN2C(=NCCC2)CC1, predict the reaction product. The product is: [C:1]([O:5][C:6]([CH:7]1[CH:25]([C:21]2[CH:22]=[CH:23][CH:24]=[C:19]([Cl:18])[C:20]=2[F:37])[C:26]([C:29]2[CH:34]=[CH:33][C:32]([Cl:35])=[CH:31][C:30]=2[F:36])([C:27]#[N:28])[CH:9]([CH2:10][C:11]2([CH2:15][CH3:16])[CH2:12][O:13][CH2:14]2)[NH:8]1)=[O:17])([CH3:4])([CH3:3])[CH3:2].